This data is from Catalyst prediction with 721,799 reactions and 888 catalyst types from USPTO. The task is: Predict which catalyst facilitates the given reaction. (1) Reactant: [F:8][C:7]([F:10])([F:9])[C:6](O[C:6](=[O:11])[C:7]([F:10])([F:9])[F:8])=[O:11].Cl.[O:15]1[C:20]2([CH2:25][CH2:24][N:23]([C:26]([O:28][C:29]([CH3:32])([CH3:31])[CH3:30])=[O:27])[CH2:22][CH2:21]2)[CH2:19][NH:18][CH2:17][CH2:16]1.C(N(CC)CC)C.O. Product: [F:10][C:7]([F:8])([F:9])[C:6]([N:18]1[CH2:19][C:20]2([CH2:25][CH2:24][N:23]([C:26]([O:28][C:29]([CH3:32])([CH3:31])[CH3:30])=[O:27])[CH2:22][CH2:21]2)[O:15][CH2:16][CH2:17]1)=[O:11]. The catalyst class is: 2. (2) Reactant: [Cl:1][C:2]1[CH:8]=[CH:7][C:5]([NH2:6])=[CH:4][C:3]=1[O:9][CH3:10].CCN(C(C)C)C(C)C.[C:20](OC(=O)C)(=[O:22])[CH3:21]. Product: [Cl:1][C:2]1[CH:8]=[CH:7][C:5]([NH:6][C:20](=[O:22])[CH3:21])=[CH:4][C:3]=1[O:9][CH3:10]. The catalyst class is: 2. (3) Reactant: C(OC(=O)[NH:7][C@H:8]([C:10]1[CH:15]=[CH:14][C:13]([CH2:16][CH2:17][NH:18][C:19]2[N:24]=[C:23]([N:25]([CH3:38])[C:26]3[CH:31]=[CH:30][N:29]=[C:28]([C:32]4[CH:37]=[CH:36][CH:35]=[CH:34][CH:33]=4)[N:27]=3)[CH:22]=[CH:21][N:20]=2)=[CH:12][CH:11]=1)[CH3:9])(C)(C)C.Cl. Product: [NH2:7][C@H:8]([C:10]1[CH:11]=[CH:12][C:13]([CH2:16][CH2:17][NH:18][C:19]2[N:24]=[C:23]([N:25]([CH3:38])[C:26]3[CH:31]=[CH:30][N:29]=[C:28]([C:32]4[CH:33]=[CH:34][CH:35]=[CH:36][CH:37]=4)[N:27]=3)[CH:22]=[CH:21][N:20]=2)=[CH:14][CH:15]=1)[CH3:9]. The catalyst class is: 258. (4) Reactant: [Cl:1][C:2]1[CH:7]=[CH:6][CH:5]=[CH:4][C:3]=1[CH:8]([C:20]1[CH:28]=[CH:27][C:23]([C:24](O)=[O:25])=[C:22]([F:29])[CH:21]=1)[CH2:9][C:10]([C:12]1[CH:17]=[CH:16][C:15](=[O:18])[N:14]([CH3:19])[CH:13]=1)=[O:11].[O:30]1[CH2:35][CH2:34][CH:33]([NH2:36])[CH2:32][CH2:31]1.CN([P+](ON1N=NC2C=CC=CC1=2)(N(C)C)N(C)C)C.F[P-](F)(F)(F)(F)F. Product: [Cl:1][C:2]1[CH:7]=[CH:6][CH:5]=[CH:4][C:3]=1[CH:8]([C:20]1[CH:28]=[CH:27][C:23]([C:24]([NH:36][CH:33]2[CH2:34][CH2:35][O:30][CH2:31][CH2:32]2)=[O:25])=[C:22]([F:29])[CH:21]=1)[CH2:9][C:10]([C:12]1[CH:17]=[CH:16][C:15](=[O:18])[N:14]([CH3:19])[CH:13]=1)=[O:11]. The catalyst class is: 7. (5) Reactant: [CH3:1][N:2]1[CH:6]=[C:5]([NH:7]/[C:8](/[NH:17]C(=O)OC(C)(C)C)=[N:9]\C(=O)OC(C)(C)C)[CH:4]=[N:3]1.C(O)(C(F)(F)F)=O. Product: [CH3:1][N:2]1[CH:6]=[C:5]([NH:7][C:8]([NH2:17])=[NH:9])[CH:4]=[N:3]1. The catalyst class is: 2. (6) Reactant: Cl[C:2]1[CH:11]=[CH:10][CH:9]=[CH:8][C:3]=1[CH2:4][CH2:5][CH:6]=[O:7].[O:12]=[C:13]([CH:20]1[CH2:25][CH2:24][CH2:23][CH2:22][CH2:21]1)/[CH:14]=[CH:15]/[C:16]([O:18][CH3:19])=[O:17]. Product: [CH2:4]([C@H:5]1[C@@H:15]([C:16]([O:18][CH3:19])=[O:17])[CH:14]=[C:13]([CH:20]2[CH2:25][CH2:24][CH2:23][CH2:22][CH2:21]2)[O:12][C:6]1=[O:7])[C:3]1[CH:8]=[CH:9][CH:10]=[CH:11][CH:2]=1. The catalyst class is: 22.